This data is from Reaction yield outcomes from USPTO patents with 853,638 reactions. The task is: Predict the reaction yield, written as a fraction of the theoretical maximum amount of product (1.0 means a 100% yield; for example, 0.34 means a 34% yield). (1) The reactants are [Cl:1][C:2]1[CH:3]=[CH:4][C:5]([NH:11][CH2:12][CH:13]([CH3:16])[CH2:14][CH3:15])=[C:6]([CH:10]=1)[C:7]([OH:9])=O.Cl.[CH3:18][O:19][C:20](=[O:31])[C@@H:21]([NH2:30])[CH2:22][C:23]1[CH:28]=[CH:27][C:26]([Br:29])=[CH:25][CH:24]=1.CN(C(ON1N=NC2C=CC=CC1=2)=[N+](C)C)C.F[P-](F)(F)(F)(F)F.C(N(C(C)C)CC)(C)C. No catalyst specified. The product is [CH3:18][O:19][C:20](=[O:31])[C@@H:21]([NH:30][C:7](=[O:9])[C:6]1[CH:10]=[C:2]([Cl:1])[CH:3]=[CH:4][C:5]=1[NH:11][CH2:12][CH:13]([CH3:16])[CH2:14][CH3:15])[CH2:22][C:23]1[CH:28]=[CH:27][C:26]([Br:29])=[CH:25][CH:24]=1. The yield is 0.750. (2) The reactants are [Br:1][C:2]1[CH:24]=[CH:23][CH:22]=[CH:21][C:3]=1[CH2:4][O:5][C:6]1[CH:13]=[C:12]([O:14]C2CCCCO2)[CH:11]=[CH:10][C:7]=1[CH:8]=[O:9].CCCCCC. The catalyst is CCO. The product is [Br:1][C:2]1[CH:24]=[CH:23][CH:22]=[CH:21][C:3]=1[CH2:4][O:5][C:6]1[CH:13]=[C:12]([OH:14])[CH:11]=[CH:10][C:7]=1[CH:8]=[O:9]. The yield is 0.910.